Dataset: Full USPTO retrosynthesis dataset with 1.9M reactions from patents (1976-2016). Task: Predict the reactants needed to synthesize the given product. (1) Given the product [CH:47]([O:49][CH2:50][CH2:51][O:52][NH:53][C:22]([C:11]1[CH:12]=[C:13]2[C:18](=[C:19]([F:20])[C:10]=1[NH:9][C:3]1[CH:4]=[CH:5][C:6]([Cl:8])=[CH:7][C:2]=1[Cl:1])[N:17]=[N:16][CH:15]=[C:14]2[CH3:21])=[O:23])=[CH2:48], predict the reactants needed to synthesize it. The reactants are: [Cl:1][C:2]1[CH:7]=[C:6]([Cl:8])[CH:5]=[CH:4][C:3]=1[NH:9][C:10]1[C:19]([F:20])=[C:18]2[C:13]([C:14]([CH3:21])=[CH:15][N:16]=[N:17]2)=[CH:12][C:11]=1[C:22](O)=[O:23].CCN=C=NCCCN(C)C.C1C=CC2N(O)N=NC=2C=1.O.[CH:47]([O:49][CH2:50][CH2:51][O:52][NH2:53])=[CH2:48]. (2) Given the product [OH:1][CH:2]([C:6]1[CH:7]=[CH:8][C:9]([C:10]([NH:16][CH2:17][CH2:18][C:19]([O:21][CH2:22][CH3:23])=[O:20])=[O:12])=[CH:13][CH:14]=1)[CH2:3][CH2:4][CH3:5], predict the reactants needed to synthesize it. The reactants are: [OH:1][CH:2]([C:6]1[CH:14]=[CH:13][C:9]([C:10]([OH:12])=O)=[CH:8][CH:7]=1)[CH2:3][CH2:4][CH3:5].Cl.[NH2:16][CH2:17][CH2:18][C:19]([O:21][CH2:22][CH3:23])=[O:20].C(N(C(C)C)CC)(C)C. (3) Given the product [CH3:15][O:14][C:12]([C:11]1[CH2:10][C:16](=[O:17])[C:7]2[C:5](=[CH:4][C:3]([CH3:9])=[C:2]([Cl:1])[CH:8]=2)[N:6]=1)=[O:13], predict the reactants needed to synthesize it. The reactants are: [Cl:1][C:2]1[CH:8]=[CH:7][C:5]([NH2:6])=[CH:4][C:3]=1[CH3:9].[C:10]([C:16](OC)=[O:17])#[C:11][C:12]([O:14][CH3:15])=[O:13].